This data is from NCI-60 drug combinations with 297,098 pairs across 59 cell lines. The task is: Regression. Given two drug SMILES strings and cell line genomic features, predict the synergy score measuring deviation from expected non-interaction effect. (1) Drug 1: C1CC(=O)NC(=O)C1N2CC3=C(C2=O)C=CC=C3N. Drug 2: CC1CCC2CC(C(=CC=CC=CC(CC(C(=O)C(C(C(=CC(C(=O)CC(OC(=O)C3CCCCN3C(=O)C(=O)C1(O2)O)C(C)CC4CCC(C(C4)OC)OCCO)C)C)O)OC)C)C)C)OC. Cell line: A549. Synergy scores: CSS=34.2, Synergy_ZIP=2.01, Synergy_Bliss=2.32, Synergy_Loewe=-1.95, Synergy_HSA=5.91. (2) Drug 1: C1CN1P(=S)(N2CC2)N3CC3. Drug 2: C1=NC2=C(N=C(N=C2N1C3C(C(C(O3)CO)O)O)F)N. Cell line: BT-549. Synergy scores: CSS=12.4, Synergy_ZIP=-6.09, Synergy_Bliss=-1.18, Synergy_Loewe=-1.37, Synergy_HSA=-0.217. (3) Drug 1: C1=C(C(=O)NC(=O)N1)N(CCCl)CCCl. Drug 2: C1=NC2=C(N=C(N=C2N1C3C(C(C(O3)CO)O)F)Cl)N. Cell line: DU-145. Synergy scores: CSS=32.6, Synergy_ZIP=0.486, Synergy_Bliss=0.501, Synergy_Loewe=-4.18, Synergy_HSA=1.98.